From a dataset of Full USPTO retrosynthesis dataset with 1.9M reactions from patents (1976-2016). Predict the reactants needed to synthesize the given product. (1) The reactants are: [CH2:1]([O:3][C:4]([C:6]1[C:7]([CH:11]([F:13])[F:12])=[N:8][NH:9][CH:10]=1)=[O:5])[CH3:2].P(OC)(OC)(O[CH3:17])=O. Given the product [CH2:1]([O:3][C:4]([C:6]1[C:7]([CH:11]([F:12])[F:13])=[N:8][N:9]([CH3:17])[CH:10]=1)=[O:5])[CH3:2], predict the reactants needed to synthesize it. (2) Given the product [Cl:36][C:27]1[C:28](=[O:35])[C:29]2([CH2:34][CH2:33][CH2:32][CH2:31][CH2:30]2)[C:26]=1[NH:25][CH:4]([CH2:5][C:6]1[CH:7]=[C:8]2[C:12](=[CH:13][CH:14]=1)[N:11]([C:15]([C:17]1[CH:22]=[C:21]([Cl:23])[N:20]=[C:19]([Cl:24])[CH:18]=1)=[O:16])[CH2:10][CH2:9]2)[C:3]([OH:37])=[O:2], predict the reactants needed to synthesize it. The reactants are: C[O:2][C:3](=[O:37])[CH:4]([NH:25][C:26]1[C:29]2([CH2:34][CH2:33][CH2:32][CH2:31][CH2:30]2)[C:28](=[O:35])[C:27]=1[Cl:36])[CH2:5][C:6]1[CH:7]=[C:8]2[C:12](=[CH:13][CH:14]=1)[N:11]([C:15]([C:17]1[CH:22]=[C:21]([Cl:23])[N:20]=[C:19]([Cl:24])[CH:18]=1)=[O:16])[CH2:10][CH2:9]2.ClC1C=NC=C(Cl)C=1C(N1C2C(=CC(CC(NC3C4(CCCCC4)C(=O)C=3)C(O)=O)=CC=2)CC1)=O. (3) Given the product [CH3:1][NH:2][CH2:3][C@H:4]([C:17]1[CH:26]=[CH:25][C:24]2[C:19](=[CH:20][CH:21]=[CH:22][CH:23]=2)[CH:18]=1)[C@@H:5]([C:11]1[CH:16]=[CH:15][CH:14]=[CH:13][CH:12]=1)[O:6][CH2:7][CH2:8][OH:9], predict the reactants needed to synthesize it. The reactants are: [CH3:1][NH:2][CH2:3][C@H:4]([C:17]1[CH:26]=[CH:25][C:24]2[C:19](=[CH:20][CH:21]=[CH:22][CH:23]=2)[CH:18]=1)[C@@H:5]([C:11]1[CH:16]=[CH:15][CH:14]=[CH:13][CH:12]=1)[O:6][CH2:7][C:8](O)=[O:9].B.C1COCC1.C([O-])(O)=O.[Na+]. (4) Given the product [CH3:29][C:27]1[CH:28]=[C:23]([CH3:22])[C:24]2[C:25]([N:26]=1)=[N:30][N:31]1[C:4](=[O:21])[CH:5]=[C:6]([CH:8]3[CH2:9][CH2:10][N:11]([C:14]([O:16][C:17]([CH3:18])([CH3:19])[CH3:20])=[O:15])[CH2:12][CH2:13]3)[NH:33][C:32]=21, predict the reactants needed to synthesize it. The reactants are: C(O[C:4](=[O:21])[CH2:5][C:6]([CH:8]1[CH2:13][CH2:12][N:11]([C:14]([O:16][C:17]([CH3:20])([CH3:19])[CH3:18])=[O:15])[CH2:10][CH2:9]1)=O)C.[CH3:22][C:23]1[CH:28]=[C:27]([CH3:29])[N:26]=[C:25]2[NH:30][N:31]=[C:32]([NH2:33])[C:24]=12.P([O-])([O-])([O-])=O.[K+].[K+].[K+].Cl.